Dataset: Reaction yield outcomes from USPTO patents with 853,638 reactions. Task: Predict the reaction yield, written as a fraction of the theoretical maximum amount of product (1.0 means a 100% yield; for example, 0.34 means a 34% yield). (1) The reactants are C1C=CC(P(C2C(C3C(P(C4C=CC=CC=4)C4C=CC=CC=4)=CC=C4C=3C=CC=C4)=C3C(C=CC=C3)=CC=2)C2C=CC=CC=2)=CC=1.Cl[C:48]1[N:53]=[CH:52][C:51]([CH:54]([CH3:60])[C:55]([O:57][CH2:58][CH3:59])=[O:56])=[CH:50][CH:49]=1.[Cl:61][C:62]1[CH:70]=[CH:69][C:65]([C:66]([NH2:68])=[O:67])=[CH:64][CH:63]=1.C(=O)([O-])[O-].[Cs+].[Cs+]. The catalyst is C([O-])(=O)C.[Pd+2].C([O-])(=O)C.C1(C)C=CC=CC=1. The product is [Cl:61][C:62]1[CH:70]=[CH:69][C:65]([C:66]([NH:68][C:48]2[N:53]=[CH:52][C:51]([CH:54]([CH3:60])[C:55]([O:57][CH2:58][CH3:59])=[O:56])=[CH:50][CH:49]=2)=[O:67])=[CH:64][CH:63]=1. The yield is 0.580. (2) The reactants are [CH3:1][C:2]1[CH:3]=[CH:4][C:5]([O:15][CH2:16][C:17]2[CH:22]=[CH:21][C:20]([F:23])=[CH:19][CH:18]=2)=[C:6]([C:8](=O)[CH2:9][CH2:10][C:11](=O)[CH3:12])[CH:7]=1.[CH3:24][O:25][C:26](=[O:38])[C:27]1[CH:32]=[CH:31][C:30](N)=[CH:29][C:28]=1[O:34][CH:35]([F:37])[F:36].CC1C=CC(S(O)(=O)=O)=CC=1.C[N:51]1C(=O)CCC1. The catalyst is CCOCC. The product is [CH3:24][O:25][C:26](=[O:38])[C:27]1[C:28]([O:34][CH:35]([F:37])[F:36])=[CH:29][CH:30]=[C:31]([N:51]2[C:11]([CH3:12])=[CH:10][CH:9]=[C:8]2[C:6]2[CH:7]=[C:2]([CH3:1])[CH:3]=[CH:4][C:5]=2[O:15][CH2:16][C:17]2[CH:22]=[CH:21][C:20]([F:23])=[CH:19][CH:18]=2)[CH:32]=1. The yield is 0.400. (3) The reactants are [Cl:1][C:2]1[CH:21]=[CH:20][C:5]([NH:6][C:7]2[C:16]3[C:11](=[CH:12][C:13]([OH:19])=[C:14]([O:17][CH3:18])[CH:15]=3)[N:10]=[CH:9][N:8]=2)=[C:4]([F:22])[CH:3]=1.Br[CH2:24][CH2:25][CH2:26][Cl:27].C(=O)([O-])[O-].[K+].[K+]. The catalyst is CN(C=O)C.O. The product is [Cl:1][C:2]1[CH:21]=[CH:20][C:5]([NH:6][C:7]2[C:16]3[C:11](=[CH:12][C:13]([O:19][CH2:24][CH2:25][CH2:26][Cl:27])=[C:14]([O:17][CH3:18])[CH:15]=3)[N:10]=[CH:9][N:8]=2)=[C:4]([F:22])[CH:3]=1. The yield is 0.550. (4) The reactants are Cl.[Cl:2][C:3]1[CH:8]=[CH:7][C:6]([NH:9][NH2:10])=[C:5]([N+:11]([O-:13])=[O:12])[CH:4]=1.[C:14]([O:19][CH3:20])(=[O:18])[C:15]([CH3:17])=O.C([O-])(=O)C.[Na+]. The catalyst is CO. The product is [CH3:20][O:19][C:14](=[O:18])[C:15](=[N:10][NH:9][C:6]1[CH:7]=[CH:8][C:3]([Cl:2])=[CH:4][C:5]=1[N+:11]([O-:13])=[O:12])[CH3:17]. The yield is 0.820.